This data is from Peptide-MHC class I binding affinity with 185,985 pairs from IEDB/IMGT. The task is: Regression. Given a peptide amino acid sequence and an MHC pseudo amino acid sequence, predict their binding affinity value. This is MHC class I binding data. The peptide sequence is AVMLVHTYY. The MHC is HLA-B08:02 with pseudo-sequence HLA-B08:02. The binding affinity (normalized) is 0.0847.